This data is from Full USPTO retrosynthesis dataset with 1.9M reactions from patents (1976-2016). The task is: Predict the reactants needed to synthesize the given product. (1) Given the product [NH2:1][C:2]1[C:3]([N+:17]([O-:19])=[O:18])=[C:4]([CH:8]=[C:9]([N:11]2[CH2:16][CH2:15][O:14][CH2:13][CH2:12]2)[N:10]=1)[C:5]([O:7][CH3:20])=[O:6], predict the reactants needed to synthesize it. The reactants are: [NH2:1][C:2]1[C:3]([N+:17]([O-:19])=[O:18])=[C:4]([CH:8]=[C:9]([N:11]2[CH2:16][CH2:15][O:14][CH2:13][CH2:12]2)[N:10]=1)[C:5]([OH:7])=[O:6].[CH3:20]N(C(ON1N=NC2C=CC=NC1=2)=[N+](C)C)C.F[P-](F)(F)(F)(F)F.CO.CCN(CC)CC. (2) Given the product [Br:1][C:2]1[CH:3]=[C:4]([O:13][CH3:14])[CH:5]=[CH:6][C:7]=1[O:8][C:9]([F:11])([F:12])[F:10], predict the reactants needed to synthesize it. The reactants are: [Br:1][C:2]1[CH:3]=[C:4]([OH:13])[CH:5]=[CH:6][C:7]=1[O:8][C:9]([F:12])([F:11])[F:10].[C:14](=O)([O-])[O-].[K+].[K+].IC. (3) Given the product [CH2:16]([NH:23][C:2]1[CH:14]=[CH:13][C:5]([C:6]([O:8][C:9]([CH3:12])([CH3:11])[CH3:10])=[O:7])=[C:4]([CH3:15])[CH:3]=1)[C:17]1[CH:22]=[CH:21][CH:20]=[CH:19][CH:18]=1, predict the reactants needed to synthesize it. The reactants are: Br[C:2]1[CH:14]=[CH:13][C:5]([C:6]([O:8][C:9]([CH3:12])([CH3:11])[CH3:10])=[O:7])=[C:4]([CH3:15])[CH:3]=1.[CH2:16]([NH2:23])[C:17]1[CH:22]=[CH:21][CH:20]=[CH:19][CH:18]=1.C(=O)([O-])[O-].[Cs+].[Cs+].C1(P(C2C=CC=CC=2)C2C=CC3C(=CC=CC=3)C=2C2C3C(=CC=CC=3)C=CC=2P(C2C=CC=CC=2)C2C=CC=CC=2)C=CC=CC=1. (4) Given the product [Cl:1][C:2]1[CH:7]=[CH:6][C:5]([N:8]2[CH2:13][CH2:12][CH:11]([CH:14]([NH:27][C:30](=[O:32])[CH3:31])[CH2:15][N:16]3[C:20]([CH3:21])=[C:19]([Cl:22])[C:18]([C:23]([F:25])([F:26])[F:24])=[N:17]3)[CH2:10][CH2:9]2)=[CH:4][C:3]=1[O:28][CH3:29], predict the reactants needed to synthesize it. The reactants are: [Cl:1][C:2]1[CH:7]=[CH:6][C:5]([N:8]2[CH2:13][CH2:12][CH:11]([CH:14]([NH2:27])[CH2:15][N:16]3[C:20]([CH3:21])=[C:19]([Cl:22])[C:18]([C:23]([F:26])([F:25])[F:24])=[N:17]3)[CH2:10][CH2:9]2)=[CH:4][C:3]=1[O:28][CH3:29].[C:30](OC(=O)C)(=[O:32])[CH3:31]. (5) Given the product [CH2:14]([O:21][C:22]1[CH:27]=[CH:26][C:25]([CH2:28][C@H:29]([N:40]([CH2:41][C:42]2[CH:47]=[CH:46][CH:45]=[CH:44][CH:43]=2)[CH2:48][C:49]2[CH:50]=[CH:51][CH:52]=[CH:53][CH:54]=2)[C:30](=[O:31])[CH2:12][C:11]#[N:13])=[CH:24][CH:23]=1)[C:15]1[CH:16]=[CH:17][CH:18]=[CH:19][CH:20]=1, predict the reactants needed to synthesize it. The reactants are: C[Si]([N-][Si](C)(C)C)(C)C.[Na+].[C:11](#[N:13])[CH3:12].[CH2:14]([O:21][C:22]1[CH:27]=[CH:26][C:25]([CH2:28][C@H:29]([N:40]([CH2:48][C:49]2[CH:54]=[CH:53][CH:52]=[CH:51][CH:50]=2)[CH2:41][C:42]2[CH:47]=[CH:46][CH:45]=[CH:44][CH:43]=2)[C:30](OCC2C=CC=CC=2)=[O:31])=[CH:24][CH:23]=1)[C:15]1[CH:20]=[CH:19][CH:18]=[CH:17][CH:16]=1.[NH4+].[Cl-]. (6) Given the product [NH:1]1[C:5]2[CH:6]=[CH:7][C:8]([N:10]3[CH:19]([C:32]4[CH:37]=[C:36]([F:38])[CH:35]=[C:34]([F:39])[C:33]=4[F:40])[C:20](=[O:31])[CH:13]([C:14]([O:16][CH2:17][CH3:18])=[O:15])[C:11]3=[O:12])=[CH:9][C:4]=2[N:3]=[CH:2]1, predict the reactants needed to synthesize it. The reactants are: [NH:1]1[C:5]2[CH:6]=[CH:7][C:8]([N:10]([CH:19]([C:32]3[CH:37]=[C:36]([F:38])[CH:35]=[C:34]([F:39])[C:33]=3[F:40])[C:20](=[O:31])NCC(OC(OC)=O)(C)C)[C:11]([CH2:13][C:14]([O:16][CH2:17][CH3:18])=[O:15])=[O:12])=[CH:9][C:4]=2[N:3]=[CH:2]1.CC(C)([O-])C.[K+].